This data is from Forward reaction prediction with 1.9M reactions from USPTO patents (1976-2016). The task is: Predict the product of the given reaction. (1) Given the reactants [N:1]1[C:6]2[NH:7][CH:8]=[CH:9][C:5]=2[C:4]([N:10]2[CH2:18][CH2:17][NH:16][CH2:15][C:12]3([CH2:14][CH2:13]3)[CH2:11]2)=[N:3][CH:2]=1.[C:19]([CH2:21][CH2:22][C:23](O)=[O:24])#[N:20].CN(C(ON1N=NC2C=CC=NC1=2)=[N+](C)C)C.F[P-](F)(F)(F)(F)F.CCN(C(C)C)C(C)C, predict the reaction product. The product is: [O:24]=[C:23]([N:16]1[CH2:17][CH2:18][N:10]([C:4]2[C:5]3[CH:9]=[CH:8][NH:7][C:6]=3[N:1]=[CH:2][N:3]=2)[CH2:11][C:12]2([CH2:14][CH2:13]2)[CH2:15]1)[CH2:22][CH2:21][C:19]#[N:20]. (2) The product is: [C:1]([O:5][C:6](=[O:19])[NH:7][C@@H:8]1[C@@H:13]([NH2:14])[CH2:12][CH2:11][CH2:10][C:9]1([F:18])[F:17])([CH3:4])([CH3:2])[CH3:3]. Given the reactants [C:1]([O:5][C:6](=[O:19])[NH:7][C@@H:8]1[C@@H:13]([N:14]=[N+]=[N-])[CH2:12][CH2:11][CH2:10][C:9]1([F:18])[F:17])([CH3:4])([CH3:3])[CH3:2], predict the reaction product.